Dataset: Reaction yield outcomes from USPTO patents with 853,638 reactions. Task: Predict the reaction yield, written as a fraction of the theoretical maximum amount of product (1.0 means a 100% yield; for example, 0.34 means a 34% yield). The yield is 0.900. The product is [NH2:6][CH2:5][CH2:9][CH2:8][N:6]1[CH:5]=[CH:9][CH:8]=[CH:7]1. The catalyst is CO.[Pd]. The reactants are C(CC[C:5]1[NH:6][CH:7]=[CH:8][CH:9]=1)#N.